From a dataset of Catalyst prediction with 721,799 reactions and 888 catalyst types from USPTO. Predict which catalyst facilitates the given reaction. The catalyst class is: 662. Reactant: [CH3:1][O:2][C:3](=[O:16])[CH2:4][N:5]1[C:13]2[C:8](=[CH:9][C:10](Cl)=[CH:11][CH:12]=2)[CH:7]=[C:6]1[CH3:15].[N:17]1[CH:22]=[C:21]([S:23]([C:26]2[CH:33]=[CH:32][CH:31]=[CH:30][C:27]=2[CH:28]=O)(=[O:25])=[O:24])[CH:20]=[N:19][CH:18]=1.ClC(Cl)C.C([SiH](CC)CC)C.[F:45]C(F)(F)C(O)=O. Product: [CH3:1][O:2][C:3](=[O:16])[CH2:4][N:5]1[C:13]2[C:8](=[CH:9][C:10]([F:45])=[CH:11][CH:12]=2)[C:7]([CH2:28][C:27]2[CH:30]=[CH:31][CH:32]=[CH:33][C:26]=2[S:23]([C:21]2[CH:22]=[N:17][CH:18]=[N:19][CH:20]=2)(=[O:25])=[O:24])=[C:6]1[CH3:15].